Dataset: Peptide-MHC class I binding affinity with 185,985 pairs from IEDB/IMGT. Task: Regression. Given a peptide amino acid sequence and an MHC pseudo amino acid sequence, predict their binding affinity value. This is MHC class I binding data. (1) The peptide sequence is IEAKINVAD. The MHC is HLA-A69:01 with pseudo-sequence HLA-A69:01. The binding affinity (normalized) is 0.0847. (2) The peptide sequence is NQQPSNYGPM. The MHC is Mamu-A07 with pseudo-sequence Mamu-A07. The binding affinity (normalized) is 0.598. (3) The binding affinity (normalized) is 0.517. The peptide sequence is TYNTTSAVTV. The MHC is H-2-Kd with pseudo-sequence H-2-Kd. (4) The MHC is HLA-B08:01 with pseudo-sequence HLA-B08:01. The binding affinity (normalized) is 0. The peptide sequence is ETINEEAADW.